From a dataset of CYP2D6 inhibition data for predicting drug metabolism from PubChem BioAssay. Regression/Classification. Given a drug SMILES string, predict its absorption, distribution, metabolism, or excretion properties. Task type varies by dataset: regression for continuous measurements (e.g., permeability, clearance, half-life) or binary classification for categorical outcomes (e.g., BBB penetration, CYP inhibition). Dataset: cyp2d6_veith. The compound is Cc1nc2cnc(N3CCNCC3)nc2n(CCc2ccccc2)c1=O. The result is 1 (inhibitor).